Regression. Given a peptide amino acid sequence and an MHC pseudo amino acid sequence, predict their binding affinity value. This is MHC class II binding data. From a dataset of Peptide-MHC class II binding affinity with 134,281 pairs from IEDB. (1) The peptide sequence is FFFLFNILTGKKITA. The MHC is HLA-DQA10102-DQB10501 with pseudo-sequence HLA-DQA10102-DQB10501. The binding affinity (normalized) is 0. (2) The peptide sequence is AQIKYLVRMRSWPGG. The MHC is HLA-DQA10301-DQB10302 with pseudo-sequence HLA-DQA10301-DQB10302. The binding affinity (normalized) is 0.0603. (3) The peptide sequence is ELPGVDPDKDVDIMV. The MHC is DRB1_1501 with pseudo-sequence DRB1_1501. The binding affinity (normalized) is 0. (4) The peptide sequence is MMLVSVAGRVDGLELK. The MHC is DRB1_0901 with pseudo-sequence DRB1_0901. The binding affinity (normalized) is 0.763. (5) The peptide sequence is EEDIEIIPIQEEEY. The MHC is H-2-IEd with pseudo-sequence H-2-IEd. The binding affinity (normalized) is 0.141. (6) The peptide sequence is PSPSMGRDIKVQFQS. The MHC is DRB1_1602 with pseudo-sequence DRB1_1602. The binding affinity (normalized) is 0.442. (7) The peptide sequence is SGSEAYQGVQQKWDA. The MHC is HLA-DPA10103-DPB10401 with pseudo-sequence HLA-DPA10103-DPB10401. The binding affinity (normalized) is 0.0300. (8) The binding affinity (normalized) is 0. The MHC is HLA-DPA10201-DPB10501 with pseudo-sequence HLA-DPA10201-DPB10501. The peptide sequence is RWQVVAPQLPDDLMI. (9) The MHC is HLA-DQA10501-DQB10201 with pseudo-sequence HLA-DQA10501-DQB10201. The peptide sequence is TATAAVGAATGAATA. The binding affinity (normalized) is 0.0683.